Dataset: Experimentally validated miRNA-target interactions with 360,000+ pairs, plus equal number of negative samples. Task: Binary Classification. Given a miRNA mature sequence and a target amino acid sequence, predict their likelihood of interaction. The miRNA is mmu-miR-92a-2-5p with sequence AGGUGGGGAUUGGUGGCAUUAC. The protein sequence of the target gene is MSSLGASFVQIKFDDLQFFENCGGGSFGSVYRAKWISQDKEVAVKKLLKIEKEAEILSVLSHRNIIQFYGVILEPPNYGIVTEYASLGSLYDYINSNRSEEMDMEHIMTWATDVAKGMHYLHMEAPVKVIHRDLKSRNVVIAADGVLKICDFGASRFHNHTTHMSLVGTFPWMAPEVIQSLPVSETCDTYSYGVVLWEMLTREVPFKGLEGLQVAWLVVEKNERLTIPSSCPRSFAELLHQCWEADAKKRPSFKQIISILESMSNDTNLPDQCNSFLHNKAEWRCEIEATLERLKKLERD.... Result: 0 (no interaction).